Predict the reaction yield, written as a fraction of the theoretical maximum amount of product (1.0 means a 100% yield; for example, 0.34 means a 34% yield). From a dataset of Reaction yield outcomes from USPTO patents with 853,638 reactions. (1) The reactants are Br[C:2]1[C:3]([CH3:11])=[CH:4][C:5]2[S:9][CH:8]=[N:7][C:6]=2[CH:10]=1.[NH2:12][C:13]1[CH:18]=[CH:17][C:16](B2OC(C)(C)C(C)(C)O2)=[CH:15][N:14]=1.[O-]P([O-])([O-])=O.[K+].[K+].[K+].CC(=O)OCC. The catalyst is C(#N)C.O1CCOCC1.O. The product is [CH3:11][C:3]1[C:2]([C:16]2[CH:17]=[CH:18][C:13]([NH2:12])=[N:14][CH:15]=2)=[CH:10][C:6]2[N:7]=[CH:8][S:9][C:5]=2[CH:4]=1. The yield is 0.990. (2) The reactants are Cl.[OH:2][CH:3]([CH2:31][OH:32])[CH2:4][O:5][C:6]1[CH:11]=[CH:10][C:9]([CH2:12][CH2:13][CH2:14][CH2:15][NH:16][C:17]([NH:19][C:20]([C:22]2[C:27]([NH2:28])=[N:26][C:25]([NH2:29])=[C:24]([Cl:30])[N:23]=2)=[O:21])=[NH:18])=[CH:8][CH:7]=1.CO.O.[C:36]1(C)[CH:41]=CC(S(O)(=O)=O)=C[CH:37]=1. The catalyst is CC(C)=O. The product is [CH3:37][C:36]1([CH3:41])[O:2][CH:3]([CH2:4][O:5][C:6]2[CH:7]=[CH:8][C:9]([CH2:12][CH2:13][CH2:14][CH2:15][NH:16][C:17]([NH:19][C:20]([C:22]3[C:27]([NH2:28])=[N:26][C:25]([NH2:29])=[C:24]([Cl:30])[N:23]=3)=[O:21])=[NH:18])=[CH:10][CH:11]=2)[CH2:31][O:32]1. The yield is 0.810. (3) The reactants are [F:1][C:2]1[C:7]2[CH2:8][CH2:9][C:10]3[CH:15]=[CH:14][N:13]=[CH:12][C:11]=3[CH:16]([NH2:17])[C:6]=2[CH:5]=[CH:4][CH:3]=1.[C:18](=S)=[S:19].C(Cl)CCl. The catalyst is C1COCC1. The product is [F:1][C:2]1[C:7]2[CH2:8][CH2:9][C:10]3[CH:15]=[CH:14][N:13]=[CH:12][C:11]=3[CH:16]([N:17]=[C:18]=[S:19])[C:6]=2[CH:5]=[CH:4][CH:3]=1. The yield is 0.860. (4) The reactants are Cl[CH2:2][C:3]1[N:8]=[C:7](O)[C:6]([CH:10]([CH3:12])[CH3:11])=[C:5]([CH3:13])[N:4]=1.C1COCC1.[CH3:19][NH:20][CH3:21].P(Cl)(Cl)([Cl:24])=O. The catalyst is CO.C(OCC)(=O)C. The product is [Cl:24][C:7]1[C:6]([CH:10]([CH3:12])[CH3:11])=[C:5]([CH3:13])[N:4]=[C:3]([CH2:2][N:20]([CH3:21])[CH3:19])[N:8]=1. The yield is 0.800.